From a dataset of Forward reaction prediction with 1.9M reactions from USPTO patents (1976-2016). Predict the product of the given reaction. Given the reactants [F:1][C:2]1([C:6]2[C:7]([O:15][CH2:16][C:17]([F:20])([F:19])[F:18])=[CH:8][C:9]([C:12]([OH:14])=O)=[N:10][CH:11]=2)[CH2:5][CH2:4][CH2:3]1.[NH2:21][C:22]1([CH2:28][C:29]([NH2:31])=[O:30])[CH2:25][S:24](=[O:27])(=[O:26])[CH2:23]1, predict the reaction product. The product is: [NH2:31][C:29](=[O:30])[CH2:28][C:22]1([NH:21][C:12]([C:9]2[CH:8]=[C:7]([O:15][CH2:16][C:17]([F:20])([F:19])[F:18])[C:6]([C:2]3([F:1])[CH2:3][CH2:4][CH2:5]3)=[CH:11][N:10]=2)=[O:14])[CH2:23][S:24](=[O:26])(=[O:27])[CH2:25]1.